This data is from Catalyst prediction with 721,799 reactions and 888 catalyst types from USPTO. The task is: Predict which catalyst facilitates the given reaction. (1) Reactant: C(=O)([O-])[O-].[K+:5].[K+].[CH2:7]([C:11]1[N:12]([CH2:40][C:41]2[CH:46]=[CH:45][C:44]([C:47]3[CH:52]=[CH:51][CH:50]=[CH:49][C:48]=3[C:53]3[NH:57][N:56]=[N:55][N:54]=3)=[CH:43][CH:42]=2)[C:13]([C:17]([O:19][CH:20]([O:22][C:23]([O:25][CH2:26][CH2:27][CH2:28][CH2:29][C@@H:30]([O:36][N+:37]([O-:39])=[O:38])[CH2:31][O:32][N+:33]([O-:35])=[O:34])=[O:24])[CH3:21])=[O:18])=[C:14]([Cl:16])[N:15]=1)[CH2:8][CH2:9][CH3:10]. Product: [N+:37]([O:36][C@@H:30]([CH2:31][O:32][N+:33]([O-:35])=[O:34])[CH2:29][CH2:28][CH2:27][CH2:26][O:25][C:23]([O:22][CH:20]([O:19][C:17]([C:13]1[N:12]([CH2:40][C:41]2[CH:42]=[CH:43][C:44]([C:47]3[CH:52]=[CH:51][CH:50]=[CH:49][C:48]=3[C:53]3[N-:57][N:56]=[N:55][N:54]=3)=[CH:45][CH:46]=2)[C:11]([CH2:7][CH2:8][CH2:9][CH3:10])=[N:15][C:14]=1[Cl:16])=[O:18])[CH3:21])=[O:24])([O-:39])=[O:38].[K+:5]. The catalyst class is: 41. (2) Reactant: [S:1]1[C:5]2=[CH:6][O:7][CH:8]=[C:4]2[CH2:3][CH:2]1[CH2:9][C:10]1[CH:15]=[CH:14][C:13]([CH2:16][NH2:17])=[CH:12][CH:11]=1.C(N(CC)CC)C.[NH2:25][C:26]1[N:34]=[C:33]([NH2:35])[CH:32]=[CH:31][C:27]=1[C:28](O)=[O:29].ON1C2C=CC=CC=2N=N1.Cl.C(N=C=NCCCN(C)C)C. Product: [NH2:25][C:26]1[C:27]([C:28]([NH:17][CH2:16][C:13]2[CH:14]=[CH:15][C:10]([CH2:9][CH:2]3[S:1][C:5]4=[CH:6][O:7][CH:8]=[C:4]4[CH2:3]3)=[CH:11][CH:12]=2)=[O:29])=[CH:31][CH:32]=[C:33]([NH2:35])[N:34]=1. The catalyst class is: 374.